From a dataset of Full USPTO retrosynthesis dataset with 1.9M reactions from patents (1976-2016). Predict the reactants needed to synthesize the given product. Given the product [Cl:8][C:6]1[N:7]=[C:2]([NH:41][N:40]=[CH:39][C:36]2[CH:35]=[CH:34][C:33]([O:32][C:31]([F:30])([F:43])[F:42])=[CH:38][CH:37]=2)[N:3]=[C:4]([NH:9][C:10]2[CH:15]=[CH:14][C:13]([F:16])=[C:12]([C:17]([F:20])([F:19])[F:18])[CH:11]=2)[N:5]=1, predict the reactants needed to synthesize it. The reactants are: Cl[C:2]1[N:7]=[C:6]([Cl:8])[N:5]=[C:4]([NH:9][C:10]2[CH:15]=[CH:14][C:13]([F:16])=[C:12]([C:17]([F:20])([F:19])[F:18])[CH:11]=2)[N:3]=1.C(N(C(C)C)CC)(C)C.[F:30][C:31]([F:43])([F:42])[O:32][C:33]1[CH:38]=[CH:37][C:36]([CH:39]=[N:40][NH2:41])=[CH:35][CH:34]=1.